Task: Predict the reaction yield, written as a fraction of the theoretical maximum amount of product (1.0 means a 100% yield; for example, 0.34 means a 34% yield).. Dataset: Reaction yield outcomes from USPTO patents with 853,638 reactions The reactants are [F:1][C:2]([F:26])([F:25])[C:3]([C:12]1[CH:17]=[C:16]([CH2:18][CH2:19][CH3:20])[C:15]([OH:21])=[C:14](/[CH:22]=[CH:23]\[CH3:24])[CH:13]=1)([O:8][CH2:9][O:10][CH3:11])[C:4]([F:7])([F:6])[F:5]. The catalyst is [C].[Pd].CO. The product is [CH2:18]([C:16]1[CH:17]=[C:12]([C:3]([O:8][CH2:9][O:10][CH3:11])([C:2]([F:1])([F:25])[F:26])[C:4]([F:5])([F:6])[F:7])[CH:13]=[C:14]([CH2:22][CH2:23][CH3:24])[C:15]=1[OH:21])[CH2:19][CH3:20]. The yield is 0.720.